This data is from Full USPTO retrosynthesis dataset with 1.9M reactions from patents (1976-2016). The task is: Predict the reactants needed to synthesize the given product. (1) The reactants are: [C:1](=[O:22])(OC1C=CC([N+]([O-])=O)=CC=1)[O:2][CH2:3][CH2:4][N:5]1[CH2:10][CH2:9][N:8]([CH3:11])[CH2:7][CH2:6]1.CCN(C(C)C)C(C)C.[CH3:32][O:33][C:34]1[CH:39]=[CH:38][C:37]([N:40]2[CH2:45][CH2:44][NH:43][CH2:42][CH2:41]2)=[CH:36][CH:35]=1. Given the product [CH3:32][O:33][C:34]1[CH:35]=[CH:36][C:37]([N:40]2[CH2:45][CH2:44][N:43]([C:1]([O:2][CH2:3][CH2:4][N:5]3[CH2:6][CH2:7][N:8]([CH3:11])[CH2:9][CH2:10]3)=[O:22])[CH2:42][CH2:41]2)=[CH:38][CH:39]=1, predict the reactants needed to synthesize it. (2) Given the product [F:1][C:2]1[CH:12]=[C:11]([NH:13][C:14]([C:16]2[CH:25]=[CH:24][C:23]3[C:22]([CH3:27])([CH3:26])[CH2:21][CH:20]=[C:19]([C:28]4[CH:33]=[CH:32][C:31]([CH3:34])=[CH:30][CH:29]=4)[C:18]=3[CH:17]=2)=[S:44])[CH:10]=[CH:9][C:3]=1[C:4]([O:6][CH2:7][CH3:8])=[O:5], predict the reactants needed to synthesize it. The reactants are: [F:1][C:2]1[CH:12]=[C:11]([NH:13][C:14]([C:16]2[CH:25]=[CH:24][C:23]3[C:22]([CH3:27])([CH3:26])[CH2:21][CH:20]=[C:19]([C:28]4[CH:33]=[CH:32][C:31]([CH3:34])=[CH:30][CH:29]=4)[C:18]=3[CH:17]=2)=O)[CH:10]=[CH:9][C:3]=1[C:4]([O:6][CH2:7][CH3:8])=[O:5].COC1C=CC(P2(=S)SP(=S)(C3C=CC(OC)=CC=3)[S:44]2)=CC=1. (3) Given the product [CH2:1]([N:7]1[CH2:12][CH2:11][CH:10]([CH2:13][OH:14])[CH2:9][CH2:8]1)[C:2]([CH3:5])([CH3:4])[CH3:3], predict the reactants needed to synthesize it. The reactants are: [C:1]([N:7]1[CH2:12][CH2:11][CH:10]([C:13](OCC)=[O:14])[CH2:9][CH2:8]1)(=O)[C:2]([CH3:5])([CH3:4])[CH3:3].[H-].[Al+3].[Li+].[H-].[H-].[H-]. (4) Given the product [CH3:1][O:2][C:3]1[CH:4]=[C:5]2[C:10](=[CH:11][CH:12]=1)[CH2:9][NH:8][CH2:7][CH2:6]2, predict the reactants needed to synthesize it. The reactants are: [CH3:1][O:2][C:3]1[CH:4]=[C:5]2[C:10](=[CH:11][CH:12]=1)[CH:9]=[N:8][CH2:7][CH2:6]2.O.[BH4-].[Na+]. (5) Given the product [CH3:15][O:14][C:12]([CH:8]1[CH2:9][CH2:10][CH2:11][CH:7]1[N:6]([C:19]1[C:20]([N+:24]([O-:26])=[O:25])=[CH:21][N:22]=[C:17]([Cl:16])[N:18]=1)[CH:1]1[CH2:2][CH2:3][CH2:4][CH2:5]1)=[O:13], predict the reactants needed to synthesize it. The reactants are: [CH:1]1([NH:6][CH:7]2[CH2:11][CH2:10][CH2:9][CH:8]2[C:12]([O:14][CH3:15])=[O:13])[CH2:5][CH2:4][CH2:3][CH2:2]1.[Cl:16][C:17]1[N:22]=[C:21](Cl)[C:20]([N+:24]([O-:26])=[O:25])=[CH:19][N:18]=1.C(=O)(O)[O-].[Na+]. (6) Given the product [Cl:20][C:21]1[CH:27]=[CH:26][C:24]([NH:25][C:2]2[C:11]3[C:6](=[CH:7][CH:8]=[CH:9][CH:10]=3)[C:5]([CH2:12][CH2:13][C:14]3[CH:15]=[N:16][CH:17]=[CH:18][CH:19]=3)=[CH:4][N:3]=2)=[CH:23][CH:22]=1, predict the reactants needed to synthesize it. The reactants are: Cl[C:2]1[C:11]2[C:6](=[CH:7][CH:8]=[CH:9][CH:10]=2)[C:5]([CH2:12][CH2:13][C:14]2[CH:15]=[N:16][CH:17]=[CH:18][CH:19]=2)=[CH:4][N:3]=1.[Cl:20][C:21]1[CH:27]=[CH:26][C:24]([NH2:25])=[CH:23][CH:22]=1.Cl.O1CCOCC1. (7) Given the product [Cl:15][C:16]1[C:23]([F:24])=[CH:22][CH:21]=[CH:20][C:17]=1[CH2:18][NH:19][C:55](=[O:56])[N:51]([C@@H:36]([CH2:37][CH2:38][CH2:39][N:40]1[C:41](=[O:50])[C:6]2[C:1](=[CH:2][CH:3]=[CH:4][CH:5]=2)[C:48]1=[O:49])[CH2:35][OH:34])[CH3:52], predict the reactants needed to synthesize it. The reactants are: [CH:1]1[C:6]([N+]([O-])=O)=[CH:5][CH:4]=[C:3]([Cl-]C([O-])=O)[CH:2]=1.Cl.[Cl:15][C:16]1[C:23]([F:24])=[CH:22][CH:21]=[CH:20][C:17]=1[CH2:18][NH2:19].CCN(C(C)C)C(C)C.[OH:34][CH2:35][C@@H:36]([NH:51][CH3:52])[CH2:37][CH2:38][CH2:39][N:40]1[C:48](=[O:49])C2C(=CC=CC=2)[C:41]1=[O:50].C1C[O:56][CH2:55]C1.